This data is from Forward reaction prediction with 1.9M reactions from USPTO patents (1976-2016). The task is: Predict the product of the given reaction. (1) Given the reactants [C:1]([NH:4][C:5]1[S:6][C:7]([C:11]2[S:15][C:14]([S:16](Cl)(=[O:18])=[O:17])=[CH:13][CH:12]=2)=[C:8]([CH3:10])[N:9]=1)(=[O:3])[CH3:2].[CH3:20][N:21]([CH3:26])[CH2:22][CH2:23][NH:24][CH3:25].C(N(CC)CC)C, predict the reaction product. The product is: [CH3:20][N:21]([CH3:26])[CH2:22][CH2:23][N:24]([CH3:25])[S:16]([C:14]1[S:15][C:11]([C:7]2[S:6][C:5]([NH:4][C:1](=[O:3])[CH3:2])=[N:9][C:8]=2[CH3:10])=[CH:12][CH:13]=1)(=[O:18])=[O:17]. (2) Given the reactants [C:1]([CH2:3][C:4]1[CH:5]=[C:6]([NH:10][C:11]([C:13]2[O:14][C:15](Br)=[CH:16][CH:17]=2)=[O:12])[CH:7]=[CH:8][CH:9]=1)#[N:2].[F:19][C:20]1[CH:21]=[C:22](B(O)O)[CH:23]=[CH:24][CH:25]=1, predict the reaction product. The product is: [C:1]([CH2:3][C:4]1[CH:5]=[C:6]([NH:10][C:11]([C:13]2[O:14][C:15]([C:24]3[CH:23]=[CH:22][CH:21]=[C:20]([F:19])[CH:25]=3)=[CH:16][CH:17]=2)=[O:12])[CH:7]=[CH:8][CH:9]=1)#[N:2]. (3) Given the reactants [Br:1][C:2]1[CH:9]=[CH:8][C:5]([CH:6]=O)=[CH:4][C:3]=1[CH2:10][N:11]1[CH2:16][CH2:15][S:14][CH2:13][CH2:12]1.[CH3:17][C@@H:18]1[CH2:23][NH:22][CH2:21][C@H:20]([CH3:24])[NH:19]1.C(O[BH-](OC(=O)C)OC(=O)C)(=O)C.[Na+], predict the reaction product. The product is: [Br:1][C:2]1[CH:9]=[CH:8][C:5]([CH2:6][N:22]2[CH2:21][C@@H:20]([CH3:24])[NH:19][C@@H:18]([CH3:17])[CH2:23]2)=[CH:4][C:3]=1[CH2:10][N:11]1[CH2:16][CH2:15][S:14][CH2:13][CH2:12]1. (4) Given the reactants [Br:1][C:2]1[CH2:6][CH:5]([C:7]2[N:8]=[N:9][NH:10][N:11]=2)[O:4][N:3]=1.C(N(CC)CC)C.Br[CH2:20][C:21]([O:23][C:24]([CH3:27])([CH3:26])[CH3:25])=[O:22].Cl, predict the reaction product. The product is: [Br:1][C:2]1[CH2:6][CH:5]([C:7]2[N:8]=[N:9][N:10]([CH2:20][C:21]([O:23][C:24]([CH3:27])([CH3:26])[CH3:25])=[O:22])[N:11]=2)[O:4][N:3]=1. (5) Given the reactants [C:1]1([NH:7][C:8]2[C:13]([C:14](=[O:16])[CH3:15])=[CH:12][CH:11]=[C:10]([C:17]([F:20])([F:19])[F:18])[N:9]=2)[CH:6]=[CH:5][CH:4]=[CH:3][CH:2]=1.[CH:21]([C:23]1[CH:32]=[CH:31][C:26]([C:27]([O:29][CH3:30])=[O:28])=[CH:25][CH:24]=1)=O.C[O-].[Na+].Cl, predict the reaction product. The product is: [CH3:30][O:29][C:27](=[O:28])[C:26]1[CH:31]=[CH:32][C:23](/[CH:21]=[CH:15]/[C:14](=[O:16])[C:13]2[C:8]([NH:7][C:1]3[CH:2]=[CH:3][CH:4]=[CH:5][CH:6]=3)=[N:9][C:10]([C:17]([F:20])([F:18])[F:19])=[CH:11][CH:12]=2)=[CH:24][CH:25]=1. (6) Given the reactants [CH:1]([NH:4][C:5]1[C:13]2[C:8](=[CH:9][C:10]([N+:14]([O-])=O)=[CH:11][CH:12]=2)[NH:7][N:6]=1)([CH3:3])[CH3:2], predict the reaction product. The product is: [CH:1]([NH:4][C:5]1[C:13]2[C:8](=[CH:9][C:10]([NH2:14])=[CH:11][CH:12]=2)[NH:7][N:6]=1)([CH3:3])[CH3:2]. (7) Given the reactants [O:1]=[S:2]1(=[O:21])[CH:6]([C:7]2[CH:12]=[CH:11][CH:10]=[CH:9][CH:8]=2)[CH:5]([CH2:13][C:14](O)=[O:15])[C:4]2[CH:17]=[CH:18][CH:19]=[CH:20][C:3]1=2.C(Cl)(=O)C(Cl)=O.CN(C=O)C.Cl.[NH2:34][OH:35], predict the reaction product. The product is: [O:1]=[S:2]1(=[O:21])[CH:6]([C:7]2[CH:12]=[CH:11][CH:10]=[CH:9][CH:8]=2)[CH:5]([CH2:13][C:14]([NH:34][OH:35])=[O:15])[C:4]2[CH:17]=[CH:18][CH:19]=[CH:20][C:3]1=2.